This data is from Peptide-MHC class I binding affinity with 185,985 pairs from IEDB/IMGT. The task is: Regression. Given a peptide amino acid sequence and an MHC pseudo amino acid sequence, predict their binding affinity value. This is MHC class I binding data. (1) The peptide sequence is ISVNNVCHMY. The MHC is HLA-A29:02 with pseudo-sequence HLA-A29:02. The binding affinity (normalized) is 0.185. (2) The peptide sequence is SEAAYAKKI. The MHC is HLA-B51:01 with pseudo-sequence HLA-B51:01. The binding affinity (normalized) is 0.0269. (3) The peptide sequence is KLMPGSIYV. The MHC is HLA-A69:01 with pseudo-sequence HLA-A69:01. The binding affinity (normalized) is 0.454. (4) The peptide sequence is ATPHSVWVF. The MHC is HLA-B15:01 with pseudo-sequence HLA-B15:01. The binding affinity (normalized) is 0.0847. (5) The peptide sequence is LEELKEEAL. The MHC is Mamu-B01 with pseudo-sequence Mamu-B01. The binding affinity (normalized) is 0. (6) The peptide sequence is ERYFRINSL. The binding affinity (normalized) is 0. The MHC is HLA-B58:01 with pseudo-sequence HLA-B58:01. (7) The peptide sequence is MTNNPPIPV. The MHC is HLA-A02:01 with pseudo-sequence HLA-A02:01. The binding affinity (normalized) is 0.527. (8) The peptide sequence is QASQEVKNW. The MHC is HLA-A01:01 with pseudo-sequence HLA-A01:01. The binding affinity (normalized) is 0. (9) The peptide sequence is MQLPGGWLL. The MHC is HLA-A02:11 with pseudo-sequence HLA-A02:11. The binding affinity (normalized) is 1.00.